Dataset: Full USPTO retrosynthesis dataset with 1.9M reactions from patents (1976-2016). Task: Predict the reactants needed to synthesize the given product. (1) Given the product [CH:16]1[CH:17]=[CH:18][C:10]([C:9]([OH:14])=[O:19])=[C:11]([C:12]2[C:6]3[CH:4]=[CH:3][C:1]([OH:2])=[CH:8][C:7]=3[O:5][C:4]3[C:6]=2[CH:7]=[CH:8][C:1]([CH:3]=3)=[O:2])[CH:15]=1, predict the reactants needed to synthesize it. The reactants are: [C:1]1([CH:8]=[CH:7][CH:6]=[C:4]([OH:5])[CH:3]=1)[OH:2].[C:9]1(=[O:19])[O:14][C:12](=O)[C:11]2=[CH:15][CH:16]=[CH:17][CH:18]=[C:10]12.S([O-])(O)(=O)=O.[K+]. (2) The reactants are: [CH3:1][S:2]([NH:5][CH2:6][C:7]1[C:15]2[S:14](=[O:17])(=[O:16])[N:13]=[C:12]([CH2:18][C:19]([OH:21])=O)[NH:11][C:10]=2[S:9][CH:8]=1)(=[O:4])=[O:3].F[P-](F)(F)(F)(F)F.N1([O:38][C:39](N(C)C)=[N+](C)C)C2N=CC=CC=2N=N1.CN1CCOCC1.C(OC(=O)[CH:57]([CH2:61][NH:62][CH2:63][C:64]1[CH:69]=[CH:68][C:67]([F:70])=[CH:66][CH:65]=1)[CH:58]([CH3:60])[CH3:59])C.[O-]CC.[Na+].C(O)C. Given the product [F:70][C:67]1[CH:66]=[CH:65][C:64]([CH2:63][N:62]2[CH2:61][CH:57]([CH:58]([CH3:59])[CH3:60])[C:19]([OH:21])=[C:18]([C:12]3[NH:11][C:10]4[S:9][CH:8]=[C:7]([CH2:6][NH:5][S:2]([CH3:1])(=[O:3])=[O:4])[C:15]=4[S:14](=[O:16])(=[O:17])[N:13]=3)[C:39]2=[O:38])=[CH:69][CH:68]=1, predict the reactants needed to synthesize it. (3) The reactants are: [NH2:1][CH2:2][CH2:3][CH:4]1[CH2:7][N:6]([CH:8]([C:15]2[CH:20]=[CH:19][CH:18]=[CH:17][CH:16]=2)[C:9]2[CH:14]=[CH:13][CH:12]=[CH:11][CH:10]=2)[CH2:5]1.[C:21]([O:25][C:26](NCC1CN(C(C2C=CC=CC=2)C2C=CC=CC=2)C1)=[O:27])([CH3:24])([CH3:23])[CH3:22]. Given the product [C:21]([O:25][C:26]([NH:1][CH2:2][CH2:3][CH:4]1[CH2:7][N:6]([CH:8]([C:15]2[CH:20]=[CH:19][CH:18]=[CH:17][CH:16]=2)[C:9]2[CH:10]=[CH:11][CH:12]=[CH:13][CH:14]=2)[CH2:5]1)=[O:27])([CH3:24])([CH3:23])[CH3:22], predict the reactants needed to synthesize it. (4) Given the product [NH2:15][CH2:14][C:11]1[CH:10]=[CH:9][C:8]([C:5]2[CH:6]=[CH:7][C:2]([OH:1])=[CH:3][CH:4]=2)=[CH:13][CH:12]=1, predict the reactants needed to synthesize it. The reactants are: [OH:1][C:2]1[CH:7]=[CH:6][C:5]([C:8]2[CH:13]=[CH:12][C:11]([C:14]#[N:15])=[CH:10][CH:9]=2)=[CH:4][CH:3]=1.[H-].[H-].[H-].[H-].[Li+].[Al+3].O.[OH-].[K+]. (5) Given the product [C:41]([O:26][C:23](=[O:25])[N:22]([CH2:12][C:8]1[CH:9]=[CH:10][CH:11]=[C:6]([CH2:5][CH2:4][OH:14])[CH:7]=1)[CH2:21][CH2:20][CH2:19][O:18][CH2:15][CH2:16][CH3:17])([CH3:43])([CH3:27])[CH3:42], predict the reactants needed to synthesize it. The reactants are: C(O[C:4](=[O:14])[CH2:5][C:6]1[CH:11]=[CH:10][CH:9]=[C:8]([CH:12]=O)[CH:7]=1)C.[CH2:15]([O:18][CH2:19][CH2:20][CH2:21][NH2:22])[CH2:16][CH3:17].[C:23]([OH:26])(=[O:25])C.[C:27](O[BH-](OC(=O)C)OC(=O)C)(=O)C.[Na+].[CH:41](O)([CH3:43])[CH3:42].C(#N)C.